Dataset: Catalyst prediction with 721,799 reactions and 888 catalyst types from USPTO. Task: Predict which catalyst facilitates the given reaction. (1) The catalyst class is: 104. Product: [F:21][C:19]1([F:22])[O:18][C:17]2[CH:23]=[CH:24][C:14]([C:11]3([C:9]([NH:8][C:6]4[N:7]=[C:2]([C:32]5[CH:31]=[N:30][C:29]([O:28][CH3:27])=[CH:34][C:33]=5[CH3:35])[C:3]([CH3:26])=[C:4]([CH3:25])[CH:5]=4)=[O:10])[CH2:13][CH2:12]3)=[CH:15][C:16]=2[O:20]1. Reactant: Cl[C:2]1[N:7]=[C:6]([NH:8][C:9]([C:11]2([C:14]3[CH:24]=[CH:23][C:17]4[O:18][C:19]([F:22])([F:21])[O:20][C:16]=4[CH:15]=3)[CH2:13][CH2:12]2)=[O:10])[CH:5]=[C:4]([CH3:25])[C:3]=1[CH3:26].[CH3:27][O:28][C:29]1[CH:34]=[C:33]([CH3:35])[C:32](B(O)O)=[CH:31][N:30]=1.C([O-])([O-])=O.[Na+].[Na+]. (2) Reactant: [Br:1][C:2]1[CH:7]=[C:6]([O:8][CH3:9])[CH:5]=[C:4]([Br:10])[C:3]=1[CH2:11][CH2:12][C:13]([OH:15])=O.C(N(C(C)C)CC)(C)C.[Cl:25][C:26]1[CH:32]=[CH:31][CH:30]=[C:29]([Cl:33])[C:27]=1[NH2:28]. Product: [Cl:25][C:26]1[CH:32]=[CH:31][CH:30]=[C:29]([Cl:33])[C:27]=1[NH:28][C:13](=[O:15])[CH2:12][CH2:11][C:3]1[C:4]([Br:10])=[CH:5][C:6]([O:8][CH3:9])=[CH:7][C:2]=1[Br:1]. The catalyst class is: 2. (3) The catalyst class is: 188. Reactant: [F:1][C:2]1[CH:10]=[CH:9][C:8]2[C:4](=[CH:5][N:6]([CH3:11])[N:7]=2)[C:3]=1[C:12](OC)=[O:13].[H-].C([Al+]CC(C)C)C(C)C.O. Product: [F:1][C:2]1[CH:10]=[CH:9][C:8]2[C:4](=[CH:5][N:6]([CH3:11])[N:7]=2)[C:3]=1[CH2:12][OH:13]. (4) Reactant: [C:1]([C:3]1[CH:57]=[CH:56][C:6]([CH2:7][N:8]([CH2:25][C:26]2[CH:55]=[CH:54][C:29]([O:30][C:31]3[CH:36]=[CH:35][C:34]([NH:37][C:38](=[O:44])[CH2:39][C:40]([O:42]C)=[O:41])=[C:33]([O:45][CH2:46][CH2:47][C:48]4[CH:49]=[N:50][CH:51]=[CH:52][CH:53]=4)[CH:32]=3)=[CH:28][CH:27]=2)[C:9]2[CH:14]=[CH:13][CH:12]=[C:11]([N:15]([S:20]([CH3:23])(=[O:22])=[O:21])[S:16]([CH3:19])(=[O:18])=[O:17])[C:10]=2[CH3:24])=[CH:5][CH:4]=1)#[N:2].[Li+].[OH-].Cl. Product: [C:1]([C:3]1[CH:57]=[CH:56][C:6]([CH2:7][N:8]([CH2:25][C:26]2[CH:55]=[CH:54][C:29]([O:30][C:31]3[CH:36]=[CH:35][C:34]([NH:37][C:38](=[O:44])[CH2:39][C:40]([OH:42])=[O:41])=[C:33]([O:45][CH2:46][CH2:47][C:48]4[CH:49]=[N:50][CH:51]=[CH:52][CH:53]=4)[CH:32]=3)=[CH:28][CH:27]=2)[C:9]2[CH:14]=[CH:13][CH:12]=[C:11]([N:15]([S:20]([CH3:23])(=[O:22])=[O:21])[S:16]([CH3:19])(=[O:17])=[O:18])[C:10]=2[CH3:24])=[CH:5][CH:4]=1)#[N:2]. The catalyst class is: 1. (5) Reactant: C([Sn](CCCC)(CCCC)[C:6]1[S:7][CH:8]=[CH:9][CH:10]=1)CCC.Cl[C:20]1[CH:21]=[C:22]2[CH2:30][CH2:29][O:28][C:27](=[O:31])[C:23]2=[C:24]([CH3:26])[N:25]=1.[F-].[K+]. Product: [CH3:26][C:24]1[N:25]=[C:20]([C:6]2[S:7][CH:8]=[CH:9][CH:10]=2)[CH:21]=[C:22]2[CH2:30][CH2:29][O:28][C:27](=[O:31])[C:23]=12. The catalyst class is: 206. (6) Reactant: [ClH:1].Cl.[Cl:3][C:4]1[S:8][C:7]([C:9]2[NH:10][C:11]([CH2:20]Cl)=[C:12]([C:14]3[CH:15]=[N:16][CH:17]=[CH:18][CH:19]=3)[N:13]=2)=[CH:6][CH:5]=1.[C:22](=O)([O-])[OH:23].[Na+]. Product: [ClH:3].[ClH:1].[Cl:3][C:4]1[S:8][C:7]([C:9]2[NH:10][C:11]([CH2:20][O:23][CH3:22])=[C:12]([C:14]3[CH:15]=[N:16][CH:17]=[CH:18][CH:19]=3)[N:13]=2)=[CH:6][CH:5]=1. The catalyst class is: 5. (7) Reactant: Cl[C:2]1[C:11]2=[N:12][N:13](CC3C=CC(OC)=CC=3)[CH:14]=[C:10]2[C:9]2[CH:8]=[C:7]([O:24][CH3:25])[CH:6]=[CH:5][C:4]=2[N:3]=1.[CH3:26][N:27]([CH3:38])[CH2:28][CH2:29][NH:30][C:31]1[N:36]=[CH:35][C:34]([NH2:37])=[CH:33][N:32]=1.Cl. Product: [CH3:26][N:27]([CH3:38])[CH2:28][CH2:29][NH:30][C:31]1[N:32]=[CH:33][C:34]([NH:37][C:2]2[C:11]3=[N:12][NH:13][CH:14]=[C:10]3[C:9]3[CH:8]=[C:7]([O:24][CH3:25])[CH:6]=[CH:5][C:4]=3[N:3]=2)=[CH:35][N:36]=1. The catalyst class is: 71. (8) Reactant: [NH2:1][CH:2]1[CH2:7][CH2:6][CH:5]([N:8]2[C:13](=[O:14])[C:12]3[CH:15]=[C:16]([F:19])[CH:17]=[N:18][C:11]=3[N:10]([CH:20]3[CH2:25][CH2:24][S:23][CH2:22][CH2:21]3)[C:9]2=[O:26])[CH2:4][CH2:3]1.C([O:29][C:30]([C:32]1[N:33]=[C:34]2[CH:39]=[CH:38][C:37]([F:40])=[CH:36][N:35]2[CH:41]=1)=O)C.CCN(C(C)C)C(C)C.CN(C(ON1N=NC2C=CC=NC1=2)=[N+](C)C)C.F[P-](F)(F)(F)(F)F. Product: [F:40][C:37]1[CH:38]=[CH:39][C:34]2[N:35]([CH:41]=[C:32]([C:30]([NH:1][C@H:2]3[CH2:7][CH2:6][C@@H:5]([N:8]4[C:13](=[O:14])[C:12]5[CH:15]=[C:16]([F:19])[CH:17]=[N:18][C:11]=5[N:10]([CH:20]5[CH2:21][CH2:22][S:23][CH2:24][CH2:25]5)[C:9]4=[O:26])[CH2:4][CH2:3]3)=[O:29])[N:33]=2)[CH:36]=1. The catalyst class is: 179. (9) Reactant: C[O:2][C:3]1[CH:12]=[C:11]2[C:6]([CH:7]=[C:8]([C:13]3[O:14][CH2:15][C:16]([CH3:19])([CH3:18])[N:17]=3)[CH:9]=[N:10]2)=[CH:5][CH:4]=1.B(Br)(Br)Br. Product: [OH:2][C:3]1[CH:12]=[C:11]2[C:6]([CH:7]=[C:8]([C:13]3[O:14][CH2:15][C:16]([CH3:19])([CH3:18])[N:17]=3)[CH:9]=[N:10]2)=[CH:5][CH:4]=1. The catalyst class is: 4. (10) The catalyst class is: 22. Product: [F:17][C:18]([F:23])([F:22])[C:19]([OH:21])=[O:20].[C:14]([C:12]1[CH2:13][NH:8][CH2:9][CH2:10][CH:11]=1)(=[O:16])[NH2:15]. Reactant: C(OC([N:8]1[CH2:13][C:12]([C:14](=[O:16])[NH2:15])=[CH:11][CH2:10][CH2:9]1)=O)(C)(C)C.[F:17][C:18]([F:23])([F:22])[C:19]([OH:21])=[O:20].